Task: Regression. Given a peptide amino acid sequence and an MHC pseudo amino acid sequence, predict their binding affinity value. This is MHC class II binding data.. Dataset: Peptide-MHC class II binding affinity with 134,281 pairs from IEDB The peptide sequence is FVAAAKYMVIQGEPG. The MHC is HLA-DPA10301-DPB10402 with pseudo-sequence HLA-DPA10301-DPB10402. The binding affinity (normalized) is 0.323.